Dataset: Full USPTO retrosynthesis dataset with 1.9M reactions from patents (1976-2016). Task: Predict the reactants needed to synthesize the given product. (1) Given the product [NH:1]1[CH:6]=[CH:5][NH:4][CH2:3][C:2]1=[O:7].[F:8][C:9]([F:14])([F:13])[C:10]([OH:12])=[O:11].[CH3:15][S:16]([OH:19])(=[O:18])=[O:17], predict the reactants needed to synthesize it. The reactants are: [NH:1]1[CH2:6][CH2:5][NH:4][CH2:3][C:2]1=[O:7].[F:8][C:9]([F:14])([F:13])[C:10]([OH:12])=[O:11].[CH3:15][S:16]([OH:19])(=[O:18])=[O:17].[BH4-].[Na+].C([SiH](CC)CC)C. (2) Given the product [F:33][C:20]1[CH:21]=[C:22]([C:25]2[C:26]([C:31]#[N:32])=[CH:27][CH:28]=[CH:29][CH:30]=2)[CH:23]=[CH:24][C:19]=1[CH2:18][C:15]1[C:16](=[O:17])[N:11]([CH:8]2[CH2:7][CH2:6][C:5](=[O:4])[CH2:10][CH2:9]2)[C:12]2[N:13]([N:37]=[CH:38][N:39]=2)[C:14]=1[CH2:34][CH2:35][CH3:36], predict the reactants needed to synthesize it. The reactants are: O1[C:5]2([CH2:10][CH2:9][CH:8]([N:11]3[C:16](=[O:17])[C:15]([CH2:18][C:19]4[CH:24]=[CH:23][C:22]([C:25]5[C:26]([C:31]#[N:32])=[CH:27][CH:28]=[CH:29][CH:30]=5)=[CH:21][C:20]=4[F:33])=[C:14]([CH2:34][CH2:35][CH3:36])[N:13]4[N:37]=[CH:38][N:39]=[C:12]34)[CH2:7][CH2:6]2)[O:4]CC1.O.C1(C)C=CC(S(O)(=O)=O)=CC=1.CO.O1CCCC1.